Dataset: Full USPTO retrosynthesis dataset with 1.9M reactions from patents (1976-2016). Task: Predict the reactants needed to synthesize the given product. (1) Given the product [NH2:5][C:6]1[S:7][C:8]([CH3:16])=[C:9]([C:11]([NH:3][CH2:1][CH3:2])=[O:13])[N:10]=1, predict the reactants needed to synthesize it. The reactants are: [CH2:1]([NH2:3])[CH3:2].Br.[NH2:5][C:6]1[S:7][C:8]([CH3:16])=[C:9]([C:11]([O:13]CC)=O)[N:10]=1. (2) Given the product [Br:1][C:2]1[C:3]([N:12]2[CH2:17][CH2:16][N:15]([CH2:18][C:19]3[N:20]=[C:21]([CH:24]([CH3:26])[CH3:25])[O:22][CH:23]=3)[CH2:14][CH2:13]2)=[C:4]2[N:9]=[C:41]([C:40]3[CH:39]=[CH:38][C:37]([CH2:36][N:33]4[CH2:34][CH2:35][O:30][CH2:31][CH2:32]4)=[CH:44][CH:43]=3)[NH:8][C:5]2=[N:6][CH:7]=1, predict the reactants needed to synthesize it. The reactants are: [Br:1][C:2]1[C:3]([N:12]2[CH2:17][CH2:16][N:15]([CH2:18][C:19]3[N:20]=[C:21]([CH:24]([CH3:26])[CH3:25])[O:22][CH:23]=3)[CH2:14][CH2:13]2)=[C:4]([N+:9]([O-])=O)[C:5]([NH2:8])=[N:6][CH:7]=1.CCO.[O:30]1[CH2:35][CH2:34][N:33]([CH2:36][C:37]2[CH:44]=[CH:43][C:40]([CH:41]=O)=[CH:39][CH:38]=2)[CH2:32][CH2:31]1.[O-]S(S([O-])=O)=O.[Na+].[Na+]. (3) The reactants are: N1C2C(=CC=CC=2)C(=O)C1=O.[CH3:12][C:13]1[CH:14]=[C:15]2[C:19](=[CH:20][CH:21]=1)[NH:18][C:17](=[O:22])[C:16]2=[O:23].BrCCC1CC1.Br[CH:31]([C:38]1[CH:43]=[CH:42][CH:41]=[CH:40][CH:39]=1)[C:32]1[CH:37]=[CH:36][CH:35]=[CH:34][CH:33]=1. Given the product [C:32]1([CH:31]([C:38]2[CH:39]=[CH:40][CH:41]=[CH:42][CH:43]=2)[N:18]2[C:19]3[C:15](=[CH:14][C:13]([CH3:12])=[CH:21][CH:20]=3)[C:16](=[O:23])[C:17]2=[O:22])[CH:37]=[CH:36][CH:35]=[CH:34][CH:33]=1, predict the reactants needed to synthesize it. (4) Given the product [C:1]1([C:9]2[CH:10]=[CH:11][CH:12]=[CH:13][CH:14]=2)[CH:2]=[CH:3][C:4]([CH:7]([C:19]2[CH:20]=[CH:21][C:16]([Cl:15])=[CH:17][CH:18]=2)[OH:8])=[CH:5][CH:6]=1, predict the reactants needed to synthesize it. The reactants are: [C:1]1([C:9]2[CH:14]=[CH:13][CH:12]=[CH:11][CH:10]=2)[CH:6]=[CH:5][C:4]([CH:7]=[O:8])=[CH:3][CH:2]=1.[Cl:15][C:16]1[CH:21]=[CH:20][C:19]([Mg]Br)=[CH:18][CH:17]=1. (5) Given the product [F:1][C:2]1([F:25])[CH2:7][CH2:6][CH2:5][C:4]([CH2:9][NH:10][C:11]([C:13]2[C:14]3[CH:15]=[CH:16][C:17]([N:40]4[CH2:41][CH2:42][CH:38]([N:37]([CH2:43][CH3:44])[CH2:35][CH3:36])[CH2:39]4)=[N:18][C:19]=3[CH:20]=[CH:21][C:22]=2[Cl:23])=[O:12])([OH:8])[CH2:3]1, predict the reactants needed to synthesize it. The reactants are: [F:1][C:2]1([F:25])[CH2:7][CH2:6][CH2:5][C:4]([CH2:9][NH:10][C:11]([C:13]2[C:14]3[CH:15]=[CH:16][C:17](Cl)=[N:18][C:19]=3[CH:20]=[CH:21][C:22]=2[Cl:23])=[O:12])([OH:8])[CH2:3]1.CCN(C(C)C)C(C)C.[CH2:35]([N:37]([CH2:43][CH3:44])[CH:38]1[CH2:42][CH2:41][NH:40][CH2:39]1)[CH3:36]. (6) Given the product [CH3:19][C:18]1[O:17][N:16]=[C:15]([C:20]2[CH:25]=[CH:24][CH:23]=[CH:22][CH:21]=2)[C:14]=1[C:13]1[N:7]2[CH2:6][C:5]3[C:9]([C:8]2=[N:11][N:12]=1)=[CH:10][C:2]([C:26]#[N:27])=[CH:3][CH:4]=3, predict the reactants needed to synthesize it. The reactants are: Br[C:2]1[CH:10]=[C:9]2[C:5]([CH2:6][N:7]3[C:13]([C:14]4[C:15]([C:20]5[CH:25]=[CH:24][CH:23]=[CH:22][CH:21]=5)=[N:16][O:17][C:18]=4[CH3:19])=[N:12][N:11]=[C:8]32)=[CH:4][CH:3]=1.[CH3:26][N:27](C=O)C. (7) Given the product [NH2:5][CH2:4][C:3]1[CH:6]=[CH:7][C:8]([C:10]([N:12]2[CH2:18][CH2:17][CH2:16][CH2:15][C:14]3[CH:19]=[CH:20][CH:21]=[CH:22][C:13]2=3)=[O:11])=[CH:9][C:2]=1[CH3:1], predict the reactants needed to synthesize it. The reactants are: [CH3:1][C:2]1[CH:9]=[C:8]([C:10]([N:12]2[CH2:18][CH2:17][CH2:16][CH2:15][C:14]3[CH:19]=[CH:20][CH:21]=[CH:22][C:13]2=3)=[O:11])[CH:7]=[CH:6][C:3]=1[C:4]#[N:5].[BH4-].[Na+]. (8) Given the product [ClH:19].[Cl:19][C:20]1[CH:39]=[CH:38][C:23]([NH:24][C:25]2[C:34]3[C:29](=[CH:30][C:31]([O:37][CH2:42][C:43]4[CH:48]=[CH:47][N:46]=[C:45]([NH:49][CH3:50])[CH:44]=4)=[C:32]([O:35][CH3:36])[CH:33]=3)[N:28]=[CH:27][N:26]=2)=[C:22]([F:40])[CH:21]=1, predict the reactants needed to synthesize it. The reactants are: N(C(N1CCCCC1)=O)=NC(N1CCCCC1)=O.[Cl:19][C:20]1[CH:39]=[CH:38][C:23]([NH:24][C:25]2[C:34]3[C:29](=[CH:30][C:31]([OH:37])=[C:32]([O:35][CH3:36])[CH:33]=3)[N:28]=[CH:27][N:26]=2)=[C:22]([F:40])[CH:21]=1.O[CH2:42][C:43]1[CH:48]=[CH:47][N:46]=[C:45]([NH:49][CH3:50])[CH:44]=1.C(P(CCCC)CCCC)CCC. (9) Given the product [CH:15]([C:13]1[N:14]=[C:10]([N:9]([CH:29]2[CH2:30][CH2:31][CH2:32][CH2:33]2)[CH2:8][CH2:7][C:6]([OH:34])=[O:5])[S:11][CH:12]=1)([C:22]1[CH:27]=[CH:26][CH:25]=[CH:24][CH:23]=1)[C:16]1[CH:21]=[CH:20][CH:19]=[CH:18][CH:17]=1, predict the reactants needed to synthesize it. The reactants are: C([O:5][C:6](=[O:34])[CH2:7][CH2:8][N:9]([CH:29]1[CH2:33][CH2:32][CH2:31][CH2:30]1)[C:10]1[S:11][CH:12]=[C:13]([C:15](O)([C:22]2[CH:27]=[CH:26][CH:25]=[CH:24][CH:23]=2)[C:16]2[CH:21]=[CH:20][CH:19]=[CH:18][CH:17]=2)[N:14]=1)(C)(C)C.C(O)(C(F)(F)F)=O.[SiH](CC)(CC)CC. (10) Given the product [Cl:4][C:11]1[C:12]([CH3:14])=[CH:13][C:8]([O:7][CH3:6])=[C:9]([CH3:28])[C:10]=1[C:15]1[C:24]2[N:23]=[CH:22][CH:21]=[N:20][C:19]=2[C:18]([C:25]([OH:27])=[O:26])=[CH:17][CH:16]=1, predict the reactants needed to synthesize it. The reactants are: S(Cl)([Cl:4])(=O)=O.[CH3:6][O:7][C:8]1[C:9]([CH3:28])=[C:10]([C:15]2[C:24]3[N:23]=[CH:22][CH:21]=[N:20][C:19]=3[C:18]([C:25]([OH:27])=[O:26])=[CH:17][CH:16]=2)[CH:11]=[C:12]([CH3:14])[CH:13]=1.